Dataset: Full USPTO retrosynthesis dataset with 1.9M reactions from patents (1976-2016). Task: Predict the reactants needed to synthesize the given product. Given the product [Cl:36][C:37]1[C:38](=[O:59])[N:39]([CH2:46][CH2:47][CH2:48][C:49]2[CH:58]=[CH:57][C:52]([C:53]([O:55][CH3:56])=[O:54])=[CH:51][CH:50]=2)[C:40](/[CH:44]=[CH:7]/[C:6]2[CH:27]=[CH:28][CH:29]=[C:4]([O:3][CH3:2])[CH:5]=2)=[C:41]([Cl:43])[CH:42]=1, predict the reactants needed to synthesize it. The reactants are: [Br-].[CH3:2][O:3][C:4]1[CH:5]=[C:6]([CH:27]=[CH:28][CH:29]=1)[CH2:7][P+](C1C=CC=CC=1)(C1C=CC=CC=1)C1C=CC=CC=1.CC(C)([O-])C.[K+].[Cl:36][C:37]1[C:38](=[O:59])[N:39]([CH2:46][CH2:47][CH2:48][C:49]2[CH:58]=[CH:57][C:52]([C:53]([O:55][CH3:56])=[O:54])=[CH:51][CH:50]=2)[C:40]([CH:44]=O)=[C:41]([Cl:43])[CH:42]=1.[Cl-].[NH4+].